From a dataset of Forward reaction prediction with 1.9M reactions from USPTO patents (1976-2016). Predict the product of the given reaction. (1) Given the reactants C(OC(=O)[NH:7][C:8]1[N:9]([CH3:26])[C:10](=[O:25])[C:11]([CH3:24])([CH3:23])[C@:12]([C:15]2[CH:20]=[C:19]([NH2:21])[CH:18]=[CH:17][C:16]=2[F:22])([CH3:14])[N:13]=1)(C)(C)C.[C:28](O)(=[O:32])[CH:29]([CH3:31])[CH3:30], predict the reaction product. The product is: [NH2:7][C:8]1[N:9]([CH3:26])[C:10](=[O:25])[C:11]([CH3:23])([CH3:24])[C@:12]([C:15]2[CH:20]=[C:19]([NH:21][C:28](=[O:32])[CH:29]([CH3:31])[CH3:30])[CH:18]=[CH:17][C:16]=2[F:22])([CH3:14])[N:13]=1. (2) Given the reactants [Cl:1][C:2]1[N:11]=[CH:10][CH:9]=[C:8]2[C:3]=1[CH:4]=[C:5]([C:20]1[CH:25]=[CH:24][CH:23]=[CH:22][CH:21]=1)[C:6]([C:12]1[CH:19]=[CH:18][C:15]([CH:16]=[O:17])=[CH:14][CH:13]=1)=[N:7]2.[CH3:26][Mg]Br.C(OCC)(=O)C, predict the reaction product. The product is: [Cl:1][C:2]1[N:11]=[CH:10][CH:9]=[C:8]2[C:3]=1[CH:4]=[C:5]([C:20]1[CH:21]=[CH:22][CH:23]=[CH:24][CH:25]=1)[C:6]([C:12]1[CH:19]=[CH:18][C:15]([CH:16]([OH:17])[CH3:26])=[CH:14][CH:13]=1)=[N:7]2.